Predict the reactants needed to synthesize the given product. From a dataset of Full USPTO retrosynthesis dataset with 1.9M reactions from patents (1976-2016). (1) Given the product [CH3:25][O:28][CH:16]1[CH2:17][CH2:18][CH2:19][CH2:20][C:21]1=[O:23], predict the reactants needed to synthesize it. The reactants are: CC[C@@H]1[C@@H]2C[C@@H]([C@H](O)C3[C:21]4[C:16](=[CH:17][CH:18]=[CH:19][CH:20]=4)N=CC=3)N(CC2)C1.[OH-:23].[K+].[CH:25]([OH:28])(C)C. (2) The reactants are: [C:1]([C:3]1[CH:8]=[CH:7][C:6]([N:9]([CH2:15][C:16]([F:19])([F:18])[F:17])[CH2:10][C:11](=[NH:14])[NH:12][OH:13])=[CH:5][C:4]=1[C:20]([F:23])([F:22])[F:21])#[N:2].[CH:24](OCC)(OCC)OCC. Given the product [O:13]1[CH:24]=[N:14][C:11]([CH2:10][N:9]([CH2:15][C:16]([F:17])([F:18])[F:19])[C:6]2[CH:7]=[CH:8][C:3]([C:1]#[N:2])=[C:4]([C:20]([F:22])([F:21])[F:23])[CH:5]=2)=[N:12]1, predict the reactants needed to synthesize it. (3) The reactants are: CS(C)=O.C(Cl)(=O)C(Cl)=O.[CH2:11]([O:18][C:19]([N:21]1[C@H:26]([C:27]2[CH:32]=[C:31]([F:33])[C:30]([F:34])=[C:29]([F:35])[CH:28]=2)[CH2:25][O:24][CH2:23][C@@H:22]1[C@H:36]([OH:38])[CH3:37])=[O:20])[C:12]1[CH:17]=[CH:16][CH:15]=[CH:14][CH:13]=1.C(N(CC)CC)C. Given the product [CH2:11]([O:18][C:19]([N:21]1[C@H:26]([C:27]2[CH:32]=[C:31]([F:33])[C:30]([F:34])=[C:29]([F:35])[CH:28]=2)[CH2:25][O:24][CH2:23][C@@H:22]1[C:36](=[O:38])[CH3:37])=[O:20])[C:12]1[CH:13]=[CH:14][CH:15]=[CH:16][CH:17]=1, predict the reactants needed to synthesize it. (4) Given the product [C:1]([O:5][C:6]([N:8]1[CH2:11][CH:10]([CH2:12][C:13]2[N:14]([CH3:39])[C:15]3[C:20]([N:21]=2)=[C:19]([N:22]2[CH2:23][CH2:24][O:25][CH2:26][CH2:27]2)[N:18]=[C:17]([N:28]2[C:32]4[CH:33]=[CH:34][CH:35]=[CH:36][C:31]=4[N:30]=[C:29]2[CH2:37][CH3:38])[N:16]=3)[CH2:9]1)=[O:7])([CH3:2])([CH3:4])[CH3:3], predict the reactants needed to synthesize it. The reactants are: [C:1]([O:5][C:6]([N:8]1[CH2:11][C:10](=[CH:12][C:13]2[N:14]([CH3:39])[C:15]3[C:20]([N:21]=2)=[C:19]([N:22]2[CH2:27][CH2:26][O:25][CH2:24][CH2:23]2)[N:18]=[C:17]([N:28]2[C:32]4[CH:33]=[CH:34][CH:35]=[CH:36][C:31]=4[N:30]=[C:29]2[CH2:37][CH3:38])[N:16]=3)[CH2:9]1)=[O:7])([CH3:4])([CH3:3])[CH3:2]. (5) Given the product [CH3:30][C:31]1[N:36]=[C:35]([CH:37]([C:2]2[N:3]=[CH:4][N:5]([C:7]([C:14]3[CH:19]=[CH:18][CH:17]=[CH:16][CH:15]=3)([C:8]3[CH:9]=[CH:10][CH:11]=[CH:12][CH:13]=3)[C:20]3[CH:25]=[CH:24][CH:23]=[CH:22][CH:21]=3)[CH:6]=2)[OH:38])[CH:34]=[CH:33][CH:32]=1, predict the reactants needed to synthesize it. The reactants are: I[C:2]1[N:3]=[CH:4][N:5]([C:7]([C:20]2[CH:25]=[CH:24][CH:23]=[CH:22][CH:21]=2)([C:14]2[CH:19]=[CH:18][CH:17]=[CH:16][CH:15]=2)[C:8]2[CH:13]=[CH:12][CH:11]=[CH:10][CH:9]=2)[CH:6]=1.C([Mg]Br)C.[CH3:30][C:31]1[N:36]=[C:35]([CH:37]=[O:38])[CH:34]=[CH:33][CH:32]=1. (6) Given the product [F:17][C:15]1[CH:16]=[C:11]([CH2:10][C@@H:9]([C:19]2[C:24]([C:25]3[CH:26]=[CH:27][C:28]([F:34])=[C:29]([CH:33]=3)[C:30]([NH2:32])=[O:31])=[CH:23][CH:22]=[CH:21][N:20]=2)[NH:8][C:47](=[O:48])[CH2:46][C:44]2[C:43]3[C:38](=[CH:39][CH:40]=[CH:41][CH:42]=3)[NH:37][C:36](=[O:35])[CH:45]=2)[CH:12]=[C:13]([F:18])[CH:14]=1, predict the reactants needed to synthesize it. The reactants are: FC(F)(F)C(O)=O.[NH2:8][C@H:9]([C:19]1[C:24]([C:25]2[CH:26]=[CH:27][C:28]([F:34])=[C:29]([CH:33]=2)[C:30]([NH2:32])=[O:31])=[CH:23][CH:22]=[CH:21][N:20]=1)[CH2:10][C:11]1[CH:16]=[C:15]([F:17])[CH:14]=[C:13]([F:18])[CH:12]=1.[O:35]=[C:36]1[CH:45]=[C:44]([CH2:46][C:47](O)=[O:48])[C:43]2[C:38](=[CH:39][CH:40]=[CH:41][CH:42]=2)[NH:37]1.